Dataset: Forward reaction prediction with 1.9M reactions from USPTO patents (1976-2016). Task: Predict the product of the given reaction. (1) Given the reactants [CH3:1][O:2][CH2:3][CH2:4][C:5]1[N:9]=[C:8]([C:10]2[C:18]3[CH2:17][CH2:16][O:15][CH2:14][C:13]=3[S:12][C:11]=2[NH:19][C:20]([C:22]2[CH2:27][CH2:26][CH2:25][CH2:24][C:23]=2[C:28]([OH:30])=[O:29])=[O:21])[O:7][N:6]=1.[CH:31]12CCC(CC1)C1C(OC(=O)[C:32]2=1)=O, predict the reaction product. The product is: [CH3:1][O:2][CH2:3][CH2:4][C:5]1[N:9]=[C:8]([C:10]2[C:18]3[CH2:17][CH2:16][O:15][CH2:14][C:13]=3[S:12][C:11]=2[NH:19][C:20]([C:22]2[CH:27]3[CH2:31][CH2:32][CH:24]([CH2:25][CH2:26]3)[C:23]=2[C:28]([OH:30])=[O:29])=[O:21])[O:7][N:6]=1. (2) Given the reactants [OH:1][CH2:2][CH2:3][N:4]1[C:8]([CH3:9])=[C:7]([OH:10])[C:6]([C:11]([F:14])([F:13])[F:12])=[N:5]1.[O:15]1[CH:20]=[CH:19][CH2:18][CH2:17][CH2:16]1, predict the reaction product. The product is: [CH3:9][C:8]1[N:4]([CH2:3][CH2:2][O:1][CH:16]2[CH2:17][CH2:18][CH2:19][CH2:20][O:15]2)[N:5]=[C:6]([C:11]([F:14])([F:13])[F:12])[C:7]=1[OH:10].